The task is: Predict the product of the given reaction.. This data is from Forward reaction prediction with 1.9M reactions from USPTO patents (1976-2016). (1) Given the reactants Br[C:2]1[CH:24]=[C:23]([CH3:25])[C:5]([O:6][C:7]2[N:11]([CH3:12])[C:10]3[C:13]([CH:18]([CH2:21][CH3:22])[CH2:19][CH3:20])=[CH:14][CH:15]=[C:16]([Cl:17])[C:9]=3[N:8]=2)=[C:4]([Cl:26])[CH:3]=1.C([Li])CCC.[C:32](=[O:34])=[O:33].[Cl-].[NH4+], predict the reaction product. The product is: [Cl:26][C:4]1[CH:3]=[C:2]([CH:24]=[C:23]([CH3:25])[C:5]=1[O:6][C:7]1[N:11]([CH3:12])[C:10]2[C:13]([CH:18]([CH2:21][CH3:22])[CH2:19][CH3:20])=[CH:14][CH:15]=[C:16]([Cl:17])[C:9]=2[N:8]=1)[C:32]([OH:34])=[O:33]. (2) Given the reactants C1(P(C2C=CC=CC=2)C2C=CC=CC=2)C=CC=CC=1.[C-:20]#[N:21].[K+].Cl[C:24]1[C:25]2[C:32]([CH3:33])=[CH:31][CH:30]=[CH:29][C:26]=2[S:27][CH:28]=1, predict the reaction product. The product is: [C:20]([C:24]1[C:25]2[C:32]([CH3:33])=[CH:31][CH:30]=[CH:29][C:26]=2[S:27][CH:28]=1)#[N:21]. (3) The product is: [Cl:3][C:4]1[CH:5]=[CH:6][C:7]([C:10]2[CH:28]=[C:13]3[CH:14]=[C:15]([C:18]4[C:19]([F:27])=[C:20]([CH2:21][OH:22])[C:23]([F:26])=[CH:24][CH:25]=4)[CH:16]=[CH:17][N:12]3[N:11]=2)=[CH:8][CH:9]=1. Given the reactants [BH4-].[Na+].[Cl:3][C:4]1[CH:9]=[CH:8][C:7]([C:10]2[CH:28]=[C:13]3[CH:14]=[C:15]([C:18]4[C:19]([F:27])=[C:20]([C:23]([F:26])=[CH:24][CH:25]=4)[CH:21]=[O:22])[CH:16]=[CH:17][N:12]3[N:11]=2)=[CH:6][CH:5]=1.CO.[Cl-].[NH4+], predict the reaction product. (4) Given the reactants COC([C:5]1[CH:6]=[C:7]([C:11]2[CH:16]=[CH:15][CH:14]=[C:13](OCC3C=CC=CC=3)[CH:12]=2)[CH:8]=[CH:9][CH:10]=1)=O.[CH3:25][O:26][C:27](=[O:36])[CH2:28]C1C=CC=C(Br)C=1.[CH2:37]([O:44]C1C=C(B(O)O)C=CC=1)[C:38]1[CH:43]=[CH:42][CH:41]=[CH:40][CH:39]=1.[OH-].[Ba+2].[OH-], predict the reaction product. The product is: [CH3:25][O:26][C:27](=[O:36])[CH2:28][C:13]1([O:44][CH2:37][C:38]2[CH:39]=[CH:40][CH:41]=[CH:42][CH:43]=2)[CH:14]=[CH:15][CH:16]=[C:11]([C:7]2[CH:8]=[CH:9][CH:10]=[CH:5][CH:6]=2)[CH2:12]1. (5) Given the reactants [CH2:1]([C:3]1[CH:8]=[CH:7][C:6]([CH:9]2[CH2:14][N:13]([C:15]([N:17]3[CH2:22][CH2:21][CH:20]([C:23]#[N:24])[CH2:19][CH2:18]3)=[O:16])[CH2:12][CH:11]([C:25](O)=[O:26])[CH2:10]2)=[CH:5][CH:4]=1)[CH3:2].[F:28][C:29]1[CH:30]=[C:31]([C:35](=[NH:38])[NH:36]O)[CH:32]=[CH:33][CH:34]=1, predict the reaction product. The product is: [CH2:1]([C:3]1[CH:4]=[CH:5][C:6]([CH:9]2[CH2:10][CH:11]([C:25]3[O:26][N:38]=[C:35]([C:31]4[CH:32]=[CH:33][CH:34]=[C:29]([F:28])[CH:30]=4)[N:36]=3)[CH2:12][N:13]([C:15]([N:17]3[CH2:22][CH2:21][CH:20]([C:23]#[N:24])[CH2:19][CH2:18]3)=[O:16])[CH2:14]2)=[CH:7][CH:8]=1)[CH3:2]. (6) Given the reactants [Br-].[Br:2][CH2:3][C:4]1[CH:45]=[CH:44][C:7]([CH2:8][N:9]2[C:41]([S:42][CH3:43])=[C:12]3[S:13][C:14]([C:16]4[C@H:17]([CH3:40])[C@@H:18]5[C@@H:35]([C@H:36]([OH:38])[CH3:37])[C:34](=[O:39])[N:19]5[C:20]=4[C:21]([O:23]CC4C=CC([N+]([O-])=O)=CC=4)=[O:22])=[CH:15][N+:11]3=[CH:10]2)=[CH:6][CH:5]=1.[S:46]1[CH:50]=[CH:49][N:48]=[CH:47]1, predict the reaction product. The product is: [Br-:2].[OH:38][C@@H:36]([C@H:35]1[C:34](=[O:39])[N:19]2[C:20]([C:21]([O-:23])=[O:22])=[C:16]([C:14]3[S:13][C:12]4=[C:41]([S:42][CH3:43])[N:9]([CH2:8][C:7]5[CH:6]=[CH:5][C:4]([CH2:3][N+:48]6[CH:49]=[CH:50][S:46][CH:47]=6)=[CH:45][CH:44]=5)[CH:10]=[N+:11]4[CH:15]=3)[C@H:17]([CH3:40])[C@H:18]12)[CH3:37]. (7) Given the reactants [CH3:1][C:2]([CH3:6])([CH3:5])[C:3]#[CH:4].C1(C#C)C=CC=CC=1.[NH2:15][C:16]1[CH:17]=[C:18]([CH:21]=[CH:22][CH:23]=1)C#N, predict the reaction product. The product is: [NH2:15][C:16]1[CH:17]=[CH:18][CH:21]=[C:22]([C:4]#[C:3][C:2]([CH3:6])([CH3:5])[CH3:1])[CH:23]=1.